Dataset: Catalyst prediction with 721,799 reactions and 888 catalyst types from USPTO. Task: Predict which catalyst facilitates the given reaction. (1) Reactant: Br[CH2:2][C:3](=O)[C:4]([O:6][CH2:7][CH3:8])=[O:5].[F:10][C:11]1[CH:16]=[C:15]([F:17])[C:14]([F:18])=[CH:13][C:12]=1[NH:19][C:20]([NH2:22])=[O:21].O. Product: [F:10][C:11]1[CH:16]=[C:15]([F:17])[C:14]([F:18])=[CH:13][C:12]=1[NH:19][C:20]1[O:21][CH:2]=[C:3]([C:4]([O:6][CH2:7][CH3:8])=[O:5])[N:22]=1. The catalyst class is: 60. (2) Reactant: II.C1(P(C2C=CC=CC=2)C2C=CC=CC=2)C=CC=CC=1.C(N(CC)CC)C.[CH2:29]([C@:36]1([C:51]([NH:53][CH:54]([C:57]2[CH:62]=[CH:61][CH:60]=[CH:59][CH:58]=2)[CH:55]=O)=[O:52])[O:40][C:39](=[O:41])[N:38]([C@@H:42]([C:44]2[CH:49]=[CH:48][CH:47]=[CH:46][CH:45]=2)[CH3:43])[C:37]1=[O:50])[C:30]1[CH:35]=[CH:34][CH:33]=[CH:32][CH:31]=1.C(=O)([O-])O.[Na+].S([O-])([O-])(=O)=S.[Na+].[Na+]. Product: [CH2:29]([C@:36]1([C:51]2[O:52][CH:55]=[C:54]([C:57]3[CH:58]=[CH:59][CH:60]=[CH:61][CH:62]=3)[N:53]=2)[O:40][C:39](=[O:41])[N:38]([C@@H:42]([C:44]2[CH:49]=[CH:48][CH:47]=[CH:46][CH:45]=2)[CH3:43])[C:37]1=[O:50])[C:30]1[CH:31]=[CH:32][CH:33]=[CH:34][CH:35]=1. The catalyst class is: 4. (3) Reactant: [F:1][C:2]1[CH:3]=[C:4]([CH:10]([C:18]2[NH:22][C:21]([C:23]3[N:28]=[CH:27][C:26]([CH:29]([OH:32])[CH2:30][OH:31])=[CH:25][CH:24]=3)=[CH:20][CH:19]=2)[CH2:11][CH:12]2[CH2:17][CH2:16][O:15][CH2:14][CH2:13]2)[CH:5]=[CH:6][C:7]=1SC.O1CCC[CH2:34]1.CO.O[O:41][S:42]([O-:44])=O.[K+]. Product: [F:1][C:2]1[CH:3]=[C:4]([CH:10]([C:18]2[NH:22][C:21]([C:23]3[N:28]=[CH:27][C:26]([CH:29]([OH:32])[CH2:30][OH:31])=[CH:25][CH:24]=3)=[CH:20][CH:19]=2)[CH2:11][CH:12]2[CH2:17][CH2:16][O:15][CH2:14][CH2:13]2)[CH:5]=[CH:6][C:7]=1[S:42]([CH3:34])(=[O:44])=[O:41]. The catalyst class is: 84. (4) Reactant: [OH:1][C@H:2]1[CH2:19][CH2:18][C@@:17]2([CH3:20])[C@@H:4]([CH2:5][CH2:6][C@:7]3([CH3:49])[C@@H:16]2[CH2:15][CH2:14][C@H:13]2[C@@:8]3([CH3:48])[CH2:9][CH2:10][C@@:11]3([C:27]([NH:29][CH2:30][CH2:31][CH:32]4[O:37][C:36]([CH3:39])([CH3:38])[O:35][CH:34]([CH2:40][C:41]([O:43][C:44]([CH3:47])([CH3:46])[CH3:45])=[O:42])[CH2:33]4)=[O:28])[CH2:23][CH2:22][C@@H:21]([C:24]([CH3:26])=[CH2:25])[C@@H:12]32)[C:3]1([CH3:51])[CH3:50].CC1C=CN=C(N)C=1C.[CH3:61][C:62]1([CH3:69])[CH2:66][C:65](=[O:67])[O:64][C:63]1=[O:68]. Product: [C:44]([O:43][C:41](=[O:42])[CH2:40][CH:34]1[O:35][C:36]([CH3:38])([CH3:39])[O:37][CH:32]([CH2:31][CH2:30][NH:29][C:27]([C@:11]23[CH2:23][CH2:22][C@@H:21]([C:24]([CH3:26])=[CH2:25])[C@@H:12]2[C@@H:13]2[C@@:8]([CH3:48])([CH2:9][CH2:10]3)[C@@:7]3([CH3:49])[C@@H:16]([C@:17]4([CH3:20])[C@@H:4]([CH2:5][CH2:6]3)[C:3]([CH3:51])([CH3:50])[C@@H:2]([O:1][C:65](=[O:67])[CH2:66][C:62]([CH3:69])([CH3:61])[C:63]([OH:68])=[O:64])[CH2:19][CH2:18]4)[CH2:15][CH2:14]2)=[O:28])[CH2:33]1)([CH3:47])([CH3:46])[CH3:45]. The catalyst class is: 300.